Dataset: NCI-60 drug combinations with 297,098 pairs across 59 cell lines. Task: Regression. Given two drug SMILES strings and cell line genomic features, predict the synergy score measuring deviation from expected non-interaction effect. (1) Drug 1: CC1CCC2CC(C(=CC=CC=CC(CC(C(=O)C(C(C(=CC(C(=O)CC(OC(=O)C3CCCCN3C(=O)C(=O)C1(O2)O)C(C)CC4CCC(C(C4)OC)OCCO)C)C)O)OC)C)C)C)OC. Drug 2: C(=O)(N)NO. Cell line: SF-539. Synergy scores: CSS=11.5, Synergy_ZIP=-2.22, Synergy_Bliss=2.36, Synergy_Loewe=-4.20, Synergy_HSA=1.35. (2) Drug 1: C1=CC(=C(C=C1I)F)NC2=C(C=CC(=C2F)F)C(=O)NOCC(CO)O. Drug 2: CN1C=C(C=N1)C2=C3N=C(C(=C(N3N=C2)N)Br)C4CCCNC4. Cell line: UACC62. Synergy scores: CSS=53.2, Synergy_ZIP=-2.66, Synergy_Bliss=-3.29, Synergy_Loewe=-5.27, Synergy_HSA=1.96. (3) Cell line: KM12. Synergy scores: CSS=34.5, Synergy_ZIP=-0.138, Synergy_Bliss=-0.682, Synergy_Loewe=-12.2, Synergy_HSA=-1.40. Drug 2: CCN(CC)CCCC(C)NC1=C2C=C(C=CC2=NC3=C1C=CC(=C3)Cl)OC. Drug 1: C1=NNC2=C1C(=O)NC=N2. (4) Drug 1: CCC1(CC2CC(C3=C(CCN(C2)C1)C4=CC=CC=C4N3)(C5=C(C=C6C(=C5)C78CCN9C7C(C=CC9)(C(C(C8N6C)(C(=O)OC)O)OC(=O)C)CC)OC)C(=O)OC)O.OS(=O)(=O)O. Drug 2: C1CNP(=O)(OC1)N(CCCl)CCCl. Cell line: HCC-2998. Synergy scores: CSS=-0.391, Synergy_ZIP=-5.70, Synergy_Bliss=-9.62, Synergy_Loewe=-17.0, Synergy_HSA=-8.99.